Task: Predict the product of the given reaction.. Dataset: Forward reaction prediction with 1.9M reactions from USPTO patents (1976-2016) (1) The product is: [CH3:15][O:14][C:4]1[C:5]2[N:11]3[CH2:12][C@H:8]([CH2:9][CH2:10]3)[NH:7][C:6]=2[N:13]=[C:2]([C:21]2[CH:20]=[CH:19][CH:18]=[C:17]([Cl:16])[CH:22]=2)[CH:3]=1. Given the reactants Cl[C:2]1[CH:3]=[C:4]([O:14][CH3:15])[C:5]2[N:11]3[CH2:12][C@H:8]([CH2:9][CH2:10]3)[NH:7][C:6]=2[N:13]=1.[Cl:16][C:17]1[CH:18]=[C:19](B(O)O)[CH:20]=[CH:21][CH:22]=1.C([O-])([O-])=O.[Cs+].[Cs+].C(Cl)Cl, predict the reaction product. (2) Given the reactants CO[C:3](=[O:19])[C:4]1[CH:9]=[CH:8][CH:7]=[CH:6][C:5]=1[NH:10][CH2:11][C:12]1[CH:17]=[CH:16][N:15]=[C:14]([Br:18])[CH:13]=1.[NH2:20][C:21]1[N:22]=[CH:23][C:24]2[C:29]([CH:30]=1)=[CH:28][CH:27]=[C:26]([O:31][CH3:32])[CH:25]=2, predict the reaction product. The product is: [Br:18][C:14]1[CH:13]=[C:12]([CH2:11][NH:10][C:5]2[CH:6]=[CH:7][CH:8]=[CH:9][C:4]=2[C:3]([NH:20][C:21]2[N:22]=[CH:23][C:24]3[C:29]([CH:30]=2)=[CH:28][CH:27]=[C:26]([O:31][CH3:32])[CH:25]=3)=[O:19])[CH:17]=[CH:16][N:15]=1. (3) Given the reactants [N:1]1[C:10]2[CH:9]([NH:11][CH2:12][CH2:13][CH2:14][CH2:15][N:16]3[C:24](=[O:25])[C:23]4[C:18](=[CH:19][CH:20]=[CH:21][CH:22]=4)[C:17]3=[O:26])[CH2:8][CH2:7][CH2:6][C:5]=2[CH:4]=[CH:3][CH:2]=1.C(O[BH-](O[C:37](=O)[CH3:38])OC(=O)C)(=O)C.[Na+], predict the reaction product. The product is: [N:11]1[C:9]2=[C:10]3[C:5](=[CH:6][CH:7]=[CH:8]2)[CH2:4][CH2:3][CH2:2][N:1]3[C:37]=1[CH2:38][N:11]([CH:9]1[C:10]2[N:1]=[CH:2][CH:3]=[CH:4][C:5]=2[CH2:6][CH2:7][CH2:8]1)[CH2:12][CH2:13][CH2:14][CH2:15][N:16]1[C:24](=[O:25])[C:23]2[C:18](=[CH:19][CH:20]=[CH:21][CH:22]=2)[C:17]1=[O:26]. (4) Given the reactants Cl[C:2]1[CH:8]=[CH:7][CH:6]=[CH:5][C:3]=1[NH2:4].[C:9]([CH:12]([CH2:18][C:19]([C:21]1[CH:26]=[CH:25][C:24]([O:27][CH3:28])=[CH:23][CH:22]=1)=O)[C:13]([O:15][CH2:16][CH3:17])=[O:14])(=O)[CH3:10].[CH3:29]CO, predict the reaction product. The product is: [CH3:28][O:27][C:24]1[CH:25]=[CH:26][C:21]([C:19]2[N:4]([C:3]3[CH:5]=[CH:6][CH:7]=[CH:8][C:2]=3[CH3:29])[C:9]([CH3:10])=[C:12]([C:13]([O:15][CH2:16][CH3:17])=[O:14])[CH:18]=2)=[CH:22][CH:23]=1.